Dataset: Retrosynthesis with 50K atom-mapped reactions and 10 reaction types from USPTO. Task: Predict the reactants needed to synthesize the given product. Given the product CCc1nc2c(C)cc(-c3cn(CCOC)cn3)cc2n1Cc1ccc(-c2ccccc2C(=O)O)cc1, predict the reactants needed to synthesize it. The reactants are: CCc1nc2c(C)cc(-c3cn(CCOC)cn3)cc2n1Cc1ccc(-c2ccccc2C(=O)OC(C)(C)C)cc1.